From a dataset of Catalyst prediction with 721,799 reactions and 888 catalyst types from USPTO. Predict which catalyst facilitates the given reaction. (1) Reactant: [CH3:1][C:2]([CH3:11])([C:8]([O-:10])=O)[C:3]([O:5][CH2:6][CH3:7])=[O:4].C(N=C=NCCCN(C)C)C.[CH:23]([C:26]1[CH:27]=[C:28]([CH:41]=[CH:42][C:43]=1[O:44][Si:45]([CH:52]([CH3:54])[CH3:53])([CH:49]([CH3:51])[CH3:50])[CH:46]([CH3:48])[CH3:47])[CH2:29][N:30]1[C:38]2[C:33](=[C:34]([NH2:40])[CH:35]=[CH:36][C:37]=2[CH3:39])[CH:32]=[CH:31]1)([CH3:25])[CH3:24]. Product: [CH:23]([C:26]1[CH:27]=[C:28]([CH:41]=[CH:42][C:43]=1[O:44][Si:45]([CH:52]([CH3:54])[CH3:53])([CH:49]([CH3:51])[CH3:50])[CH:46]([CH3:48])[CH3:47])[CH2:29][N:30]1[C:38]2[C:33](=[C:34]([NH:40][C:8](=[O:10])[C:2]([CH3:1])([CH3:11])[C:3]([O:5][CH2:6][CH3:7])=[O:4])[CH:35]=[CH:36][C:37]=2[CH3:39])[CH:32]=[CH:31]1)([CH3:25])[CH3:24]. The catalyst class is: 42. (2) Reactant: ClCCl.[N+:4]([C:7]1[CH:16]=[C:15]2[C:10]([CH2:11][O:12][C:13]2=[O:14])=[CH:9][CH:8]=1)([O-:6])=[O:5].[Br:17]Br.OO. Product: [N+:4]([C:7]1[CH:16]=[C:15]2[C:10]([CH:11]([Br:17])[O:12][C:13]2=[O:14])=[CH:9][CH:8]=1)([O-:6])=[O:5]. The catalyst class is: 6. (3) Reactant: [Cl:1][C:2]1[CH:7]=[C:6]([OH:8])[CH:5]=[C:4]([Cl:9])[C:3]=1[N:10]1[C:18]2[C:13](=[CH:14][CH:15]=[CH:16][CH:17]=2)[CH2:12][C:11]1=[O:19].[OH-:20].[Na+].[OH-].[K+]. Product: [Cl:1][C:2]1[CH:7]=[C:6]([OH:8])[CH:5]=[C:4]([Cl:9])[C:3]=1[NH:10][C:18]1[CH:17]=[CH:16][CH:15]=[CH:14][C:13]=1[CH2:12][C:11]([OH:19])=[O:20]. The catalyst class is: 51. (4) The catalyst class is: 6. Product: [OH:2][C:3]1[CH:8]=[CH:7][CH:6]=[CH:5][C:4]=1[S:9]([C:12]1[CH:13]=[CH:14][C:15](=[O:18])[NH:16][N:17]=1)(=[O:11])=[O:10]. Reactant: C[O:2][C:3]1[CH:8]=[CH:7][CH:6]=[CH:5][C:4]=1[S:9]([C:12]1[CH:13]=[CH:14][C:15](=[O:18])[NH:16][N:17]=1)(=[O:11])=[O:10].[Br-].[Br-].[Br-].[Al+3]. (5) Reactant: [CH3:1][N:2]1[C:6]([CH3:7])=[C:5]([CH2:8][N:9]2[CH2:14][CH2:13][N:12]([C:15]3[C:20]([C:21]4[CH:26]=[CH:25][C:24]([CH2:27]O)=[CH:23][CH:22]=4)=[N:19][CH:18]=[CH:17][N:16]=3)[CH2:11][CH2:10]2)[CH:4]=[N:3]1.S(Cl)([Cl:31])=O. Product: [ClH:31].[ClH:31].[Cl:31][CH2:27][C:24]1[CH:25]=[CH:26][C:21]([C:20]2[C:15]([N:12]3[CH2:13][CH2:14][N:9]([CH2:8][C:5]4[CH:4]=[N:3][N:2]([CH3:1])[C:6]=4[CH3:7])[CH2:10][CH2:11]3)=[N:16][CH:17]=[CH:18][N:19]=2)=[CH:22][CH:23]=1. The catalyst class is: 2.